From a dataset of Catalyst prediction with 721,799 reactions and 888 catalyst types from USPTO. Predict which catalyst facilitates the given reaction. (1) Reactant: [F:1][C:2]1[CH:7]=[CH:6][CH:5]=[CH:4][C:3]=1[CH2:8][O:9][C:10]1[CH:15]=[CH:14][C:13]([C@H:16]2[CH2:20][CH2:19][C@:18]3([CH2:24][CH2:23][NH:22][C:21]3=[O:25])[N:17]2C(OC(C)(C)C)=O)=[CH:12][CH:11]=1.C([Cl:36])(=O)C. Product: [ClH:36].[F:1][C:2]1[CH:7]=[CH:6][CH:5]=[CH:4][C:3]=1[CH2:8][O:9][C:10]1[CH:11]=[CH:12][C:13]([C@H:16]2[CH2:20][CH2:19][C@:18]3([CH2:24][CH2:23][NH:22][C:21]3=[O:25])[NH:17]2)=[CH:14][CH:15]=1. The catalyst class is: 513. (2) Reactant: [CH2:1]([N:5]([C:14](=[O:18])[CH2:15][C:16]#[N:17])[C:6]([NH:8][CH:9]1[CH2:13][CH2:12][CH2:11][CH2:10]1)=[O:7])[CH2:2][CH2:3][CH3:4].[OH-].[Na+].N1C=CC(=O)N[C:22]1=O.[N:29]([C:32]1[CH:37]=[CH:36][C:35](OC)=CC=1)=[C:30]=[S:31].[C:40]([O:43][CH2:44][CH3:45])(=O)C. Product: [NH2:17][C:16]1[N:8]([CH:9]2[CH2:13][CH2:12][CH2:11][CH2:10]2)[C:6](=[O:7])[N:5]([CH2:1][CH2:2][CH2:3][CH3:4])[C:14](=[O:18])[C:15]=1[C:30](=[S:31])[NH:29][CH2:32][C:37]1[CH:22]=[CH:45][C:44]([O:43][CH3:40])=[CH:35][CH:36]=1. The catalyst class is: 475.